From a dataset of Forward reaction prediction with 1.9M reactions from USPTO patents (1976-2016). Predict the product of the given reaction. (1) The product is: [F:33][C:27]1[CH:28]=[CH:29][C:30]([F:32])=[CH:31][C:26]=1[CH2:25][NH:24][C:22]([NH:21][C:18]1[CH:17]=[CH:16][C:15]([S:12]([N:9]2[CH2:8][CH2:7][CH:6]([CH2:5][NH:4][CH2:62][C@H:60]([OH:61])[CH2:59][O:58][C:55]3[CH:56]=[CH:57][C:52]([OH:51])=[CH:53][CH:54]=3)[CH2:11][CH2:10]2)(=[O:13])=[O:14])=[CH:20][CH:19]=1)=[O:23]. Given the reactants C(O)=O.[NH2:4][CH2:5][CH:6]1[CH2:11][CH2:10][N:9]([S:12]([C:15]2[CH:20]=[CH:19][C:18]([NH:21][C:22]([NH:24][CH2:25][C:26]3[CH:31]=[C:30]([F:32])[CH:29]=[CH:28][C:27]=3[F:33])=[O:23])=[CH:17][CH:16]=2)(=[O:14])=[O:13])[CH2:8][CH2:7]1.C([Si]([O:51][C:52]1[CH:57]=[CH:56][C:55]([O:58][CH2:59][CH:60]2[CH2:62][O:61]2)=[CH:54][CH:53]=1)(C1C=CC=CC=1)C1C=CC=CC=1)(C)(C)C, predict the reaction product. (2) Given the reactants Br[C:2]1[CH:3]=[C:4]([CH:34]=[CH:35][CH:36]=1)[CH2:5][N:6]([C@@H:24]1[C:33]2[C:28](=[CH:29][CH:30]=[CH:31][CH:32]=2)[CH2:27][CH2:26][CH2:25]1)[C:7]([C:9]1[CH:14]=[C:13]([C:15]([OH:17])=[O:16])[C:12]([C:18]([OH:20])=[O:19])=[CH:11][C:10]=1[C:21]([OH:23])=[O:22])=[O:8].[Cl:37][C:38]1[CH:39]=[C:40](B(O)O)[CH:41]=[CH:42][C:43]=1[Cl:44], predict the reaction product. The product is: [Cl:37][C:38]1[CH:39]=[C:40]([C:2]2[CH:36]=[CH:35][CH:34]=[C:4]([CH2:5][N:6]([C@@H:24]3[C:33]4[C:28](=[CH:29][CH:30]=[CH:31][CH:32]=4)[CH2:27][CH2:26][CH2:25]3)[C:7]([C:9]3[CH:14]=[C:13]([C:15]([OH:17])=[O:16])[C:12]([C:18]([OH:20])=[O:19])=[CH:11][C:10]=3[C:21]([OH:23])=[O:22])=[O:8])[CH:3]=2)[CH:41]=[CH:42][C:43]=1[Cl:44].